Dataset: Catalyst prediction with 721,799 reactions and 888 catalyst types from USPTO. Task: Predict which catalyst facilitates the given reaction. (1) Reactant: [NH2:1][CH2:2][C@H:3]([NH:8][C:9](=[O:40])[C:10]1[CH:15]=[CH:14][C:13]([NH:16][C:17]2[N:22]=[C:21]([NH:23][C:24]3([C:27]4[CH:32]=[CH:31][C:30]([Cl:33])=[CH:29][CH:28]=4)[CH2:26][CH2:25]3)[N:20]=[C:19]([O:34][CH2:35][C:36]([F:39])([F:38])[F:37])[N:18]=2)=[CH:12][CH:11]=1)[C:4]([O:6][CH3:7])=[O:5].[CH2:41]([O:43][C:44]1[C:45](=O)[C:46](=[O:51])[C:47]=1[O:48]CC)C. Product: [Cl:33][C:30]1[CH:29]=[CH:28][C:27]([C:24]2([NH:23][C:21]3[N:20]=[C:19]([O:34][CH2:35][C:36]([F:39])([F:38])[F:37])[N:18]=[C:17]([NH:16][C:13]4[CH:14]=[CH:15][C:10]([C:9]([NH:8][C@@H:3]([CH2:2][NH:1][C:45]5[C:46](=[O:51])[C:47](=[O:48])[C:44]=5[O:43][CH3:41])[C:4]([O:6][CH3:7])=[O:5])=[O:40])=[CH:11][CH:12]=4)[N:22]=3)[CH2:25][CH2:26]2)=[CH:32][CH:31]=1. The catalyst class is: 5. (2) Reactant: [Cl:1][C:2]1[C:7]([NH:8][C:9](=[O:19])[C:10](=[O:18])[C:11]2[CH:16]=[CH:15][C:14]([Cl:17])=[CH:13][CH:12]=2)=[CH:6][CH:5]=[CH:4][N:3]=1.[BH4-].[Na+].[Cl-].[NH4+]. Product: [Cl:1][C:2]1[C:7]([NH:8][C:9](=[O:19])[CH:10]([OH:18])[C:11]2[CH:16]=[CH:15][C:14]([Cl:17])=[CH:13][CH:12]=2)=[CH:6][CH:5]=[CH:4][N:3]=1. The catalyst class is: 8. (3) The catalyst class is: 8. Product: [N+:13]([C:5]1[CH:4]=[C:3]([CH:1]=[C:22]2[S:16][C:17](=[S:18])[NH:19][C:20]2=[O:21])[CH:8]=[CH:7][C:6]=1[NH:9][C:10](=[O:12])[CH3:11])([O-:15])=[O:14]. Reactant: [CH:1]([C:3]1[CH:8]=[CH:7][C:6]([NH:9][C:10](=[O:12])[CH3:11])=[C:5]([N+:13]([O-:15])=[O:14])[CH:4]=1)=O.[S:16]1[CH2:22][C:20](=[O:21])[NH:19][C:17]1=[S:18].N1CCCCC1. (4) Reactant: [Cl:1][C:2]1[C:3]([CH3:23])=[C:4]([S:8]([NH:11][C:12]2[S:13][CH:14]=[C:15]([CH2:17][CH2:18][NH:19][CH2:20][CH2:21][OH:22])[N:16]=2)(=[O:10])=[O:9])[CH:5]=[CH:6][CH:7]=1.C(N(CC)CC)C.[C:31](OCC)(=[O:33])C. Product: [Cl:1][C:2]1[C:3]([CH3:23])=[C:4]([S:8]([NH:11][C:12]2[S:13][CH:14]=[C:15]([CH2:17][CH2:18][N:19]3[CH2:20][CH2:21][O:22][C:31]3=[O:33])[N:16]=2)(=[O:9])=[O:10])[CH:5]=[CH:6][CH:7]=1. The catalyst class is: 1. (5) Reactant: CON(C)[C:4]([C:6]1[CH:7]=[C:8]2[C:13](=[CH:14][CH:15]=1)[N:12]=[CH:11][CH:10]=[CH:9]2)=[O:5].[CH3:17][Mg]Br.Cl. The catalyst class is: 1. Product: [N:12]1[C:13]2[C:8](=[CH:7][C:6]([C:4](=[O:5])[CH3:17])=[CH:15][CH:14]=2)[CH:9]=[CH:10][CH:11]=1. (6) Reactant: [Cl:1][C:2]1[CH:3]=[C:4]([C:11]([OH:13])=O)[CH:5]=[C:6]([CH:10]=1)[C:7]([OH:9])=[O:8].Cl.C(N=C=NCCCN(C)C)C.CN1C=CN=C1.[NH:32]1[C:41]2[C:36](=[CH:37][CH:38]=[CH:39][CH:40]=2)[CH2:35][CH2:34][CH2:33]1. The catalyst class is: 56. Product: [Cl:1][C:2]1[CH:10]=[C:6]([CH:5]=[C:4]([C:11]([N:32]2[C:41]3[C:36](=[CH:37][CH:38]=[CH:39][CH:40]=3)[CH2:35][CH2:34][CH2:33]2)=[O:13])[CH:3]=1)[C:7]([OH:9])=[O:8].